This data is from Forward reaction prediction with 1.9M reactions from USPTO patents (1976-2016). The task is: Predict the product of the given reaction. (1) Given the reactants [F:1][C:2]1[C:10]([O:11]C)=[CH:9][CH:8]=[C:7]2[C:3]=1[CH:4]=[C:5]([CH3:13])[NH:6]2.B(Br)(Br)Br, predict the reaction product. The product is: [F:1][C:2]1[C:10]([OH:11])=[CH:9][CH:8]=[C:7]2[C:3]=1[CH:4]=[C:5]([CH3:13])[NH:6]2. (2) The product is: [Cl:19][C:20]1[CH:25]=[CH:24][CH:23]=[C:22]([Cl:26])[C:21]=1[NH:27][C:28](=[O:29])[N:16]([C:14]1[CH:15]=[C:10]([NH:9][C:5]2[CH:6]=[CH:7][CH:8]=[C:3]([N:2]([CH3:1])[CH3:18])[CH:4]=2)[N:11]=[CH:12][N:13]=1)[CH3:17]. Given the reactants [CH3:1][N:2]([CH3:18])[C:3]1[CH:4]=[C:5]([NH:9][C:10]2[CH:15]=[C:14]([NH:16][CH3:17])[N:13]=[CH:12][N:11]=2)[CH:6]=[CH:7][CH:8]=1.[Cl:19][C:20]1[CH:25]=[CH:24][CH:23]=[C:22]([Cl:26])[C:21]=1[N:27]=[C:28]=[O:29], predict the reaction product. (3) Given the reactants [NH:1]1[CH2:6][CH2:5][CH2:4][CH2:3][CH2:2]1.[CH2:7]([O:9][C:10]([C@@:12]12[CH2:27][C@H:26]1[CH:25]=[CH:24][CH2:23][CH2:22][CH2:21][CH2:20][CH2:19][C@H:18]([NH:28][C:29]([O:31][C@@H:32]1[CH2:34][C@H:33]1[CH2:35][CH2:36][CH2:37]/[CH:38]=[CH:39]/[B:40]1[O:44][C:43]([CH3:46])([CH3:45])[C:42]([CH3:48])([CH3:47])[O:41]1)=[O:30])[C:17](=[O:49])[N:16]1[CH2:50][C@H:51]([O:53][C:54]3[C:63]([Br:64])=[C:62]([O:65][CH2:66][CH2:67][CH2:68]Br)[C:61]4[C:56](=[CH:57][CH:58]=[CH:59][CH:60]=4)[N:55]=3)[CH2:52][C@H:15]1[C:14](=[O:70])[NH:13]2)=[O:11])[CH3:8], predict the reaction product. The product is: [CH2:7]([O:9][C:10]([C@@:12]12[CH2:27][C@H:26]1[CH:25]=[CH:24][CH2:23][CH2:22][CH2:21][CH2:20][CH2:19][C@H:18]([NH:28][C:29]([O:31][C@@H:32]1[CH2:34][C@H:33]1[CH2:35][CH2:36][CH2:37]/[CH:38]=[CH:39]/[B:40]1[O:44][C:43]([CH3:45])([CH3:46])[C:42]([CH3:48])([CH3:47])[O:41]1)=[O:30])[C:17](=[O:49])[N:16]1[CH2:50][C@H:51]([O:53][C:54]3[C:63]([Br:64])=[C:62]([O:65][CH2:66][CH2:67][CH2:68][N:1]4[CH2:6][CH2:5][CH2:4][CH2:3][CH2:2]4)[C:61]4[C:56](=[CH:57][CH:58]=[CH:59][CH:60]=4)[N:55]=3)[CH2:52][C@H:15]1[C:14](=[O:70])[NH:13]2)=[O:11])[CH3:8]. (4) Given the reactants [CH2:1]([N:3]([CH2:15][CH3:16])[CH2:4][CH2:5][C:6]1[CH:14]=[C:13]2[C:9]([CH:10]=[CH:11][NH:12]2)=[CH:8][CH:7]=1)[CH3:2].I[CH:18]([CH3:20])[CH3:19].[H-].[Na+].C([O-])([O-])=O.[K+].[K+], predict the reaction product. The product is: [CH2:15]([N:3]([CH2:1][CH3:2])[CH2:4][CH2:5][C:6]1[CH:14]=[C:13]2[C:9]([CH:10]=[CH:11][N:12]2[CH:18]([CH3:20])[CH3:19])=[CH:8][CH:7]=1)[CH3:16]. (5) The product is: [C:1]([C:3]1[CH:4]=[C:5]([CH:9]=[C:10]([N+:12]([O-:14])=[O:13])[CH:11]=1)[C:6]([NH:24][C:23]1[C:25]([CH3:39])=[CH:26][C:27]([C:29]([F:38])([C:30]([F:31])([F:32])[F:33])[C:34]([F:35])([F:36])[F:37])=[CH:28][C:22]=1[CH3:21])=[O:8])#[N:2]. Given the reactants [C:1]([C:3]1[CH:4]=[C:5]([CH:9]=[C:10]([N+:12]([O-:14])=[O:13])[CH:11]=1)[C:6]([OH:8])=O)#[N:2].C(Cl)(=O)C(Cl)=O.[CH3:21][C:22]1[CH:28]=[C:27]([C:29]([F:38])([C:34]([F:37])([F:36])[F:35])[C:30]([F:33])([F:32])[F:31])[CH:26]=[C:25]([CH3:39])[C:23]=1[NH2:24].N1C=CC=CC=1.FC1C=CC([N+]([O-])=O)=CC=1C(Cl)=O.C(=O)([O-])O.[Na+], predict the reaction product. (6) Given the reactants NC1C(OC)=CC=CC=1[C:4](OC)=[O:5].[CH:14]([O:17][C:18]([N:20]1[CH2:26][CH2:25][CH2:24][CH:23]([N:27]([C:43](=[O:45])[CH3:44])[CH2:28][C:29]2[CH:34]=[C:33]([C:35]([F:38])([F:37])[F:36])[CH:32]=[C:31]([C:39]([F:42])([F:41])[F:40])[CH:30]=2)[C:22]2[CH:46]=[CH:47][CH:48]=[CH:49][C:21]1=2)=[O:19])([CH3:16])[CH3:15], predict the reaction product. The product is: [C:43]([N:27]([CH2:28][C:29]1[CH:34]=[C:33]([C:35]([F:36])([F:37])[F:38])[CH:32]=[C:31]([C:39]([F:40])([F:41])[F:42])[CH:30]=1)[CH:23]1[CH2:24][CH2:25][CH2:26][N:20]([C:18]([O:17][CH:14]([CH3:16])[CH3:15])=[O:19])[C:21]2[C:49]([O:5][CH3:4])=[CH:48][CH:47]=[CH:46][C:22]1=2)(=[O:45])[CH3:44]. (7) The product is: [CH2:1]([O:3][C:4]([N:6]1[C:12]2[CH:13]=[CH:14][C:15]([NH:17][C:19]3[N:24]=[C:23]([NH:25][C:26]4[C:27]([C:28](=[O:29])[NH:30][CH3:31])=[CH:32][CH:33]=[CH:34][C:35]=4[F:36])[C:22]([Cl:37])=[CH:21][N:20]=3)=[CH:16][C:11]=2[O:10][CH2:9][CH2:8][CH2:7]1)=[O:5])[CH3:2]. Given the reactants [CH2:1]([O:3][C:4]([N:6]1[C:12]2[CH:13]=[CH:14][C:15]([NH2:17])=[CH:16][C:11]=2[O:10][CH2:9][CH2:8][CH2:7]1)=[O:5])[CH3:2].Cl[C:19]1[N:24]=[C:23]([NH:25][C:26]2[C:35]([F:36])=[CH:34][CH:33]=[CH:32][C:27]=2[C:28]([NH:30][CH3:31])=[O:29])[C:22]([Cl:37])=[CH:21][N:20]=1, predict the reaction product.